Dataset: Forward reaction prediction with 1.9M reactions from USPTO patents (1976-2016). Task: Predict the product of the given reaction. (1) Given the reactants Br[C:2]1[CH:3]=[CH:4][CH:5]=[C:6]2[C:10]=1[NH:9][C:8]([C:11]([O:13][CH2:14][CH3:15])=[O:12])=[C:7]2[CH2:16][CH2:17][CH2:18][OH:19].[CH3:20][O:21][C:22]1[CH:27]=[CH:26][CH:25]=[CH:24][C:23]=1B(O)O.F[B-](F)(F)F.C(P(C(C)(C)C)C(C)(C)C)(C)(C)C.[F-].[Cs+], predict the reaction product. The product is: [OH:19][CH2:18][CH2:17][CH2:16][C:7]1[C:6]2[C:10](=[C:2]([C:23]3[CH:24]=[CH:25][CH:26]=[CH:27][C:22]=3[O:21][CH3:20])[CH:3]=[CH:4][CH:5]=2)[NH:9][C:8]=1[C:11]([O:13][CH2:14][CH3:15])=[O:12]. (2) Given the reactants [NH2:1][C:2]([C:4]1[CH:5]=[C:6]([C:10]2[C:11]([CH3:34])=[N:12][N:13]([C:16]3[CH:21]=[CH:20][C:19]([CH2:22][CH2:23][NH:24][C:25](=[O:33])OC4C=CC=CC=4)=[CH:18][CH:17]=3)[C:14]=2[CH3:15])[CH:7]=[CH:8][CH:9]=1)=[O:3].[Cl:35][C:36]1[CH:41]=[CH:40][C:39]([S:42]([NH2:45])(=[O:44])=[O:43])=[CH:38][CH:37]=1, predict the reaction product. The product is: [Cl:35][C:36]1[CH:37]=[CH:38][C:39]([S:42]([NH:45][C:25]([NH:24][CH2:23][CH2:22][C:19]2[CH:18]=[CH:17][C:16]([N:13]3[C:14]([CH3:15])=[C:10]([C:6]4[CH:5]=[C:4]([CH:9]=[CH:8][CH:7]=4)[C:2]([NH2:1])=[O:3])[C:11]([CH3:34])=[N:12]3)=[CH:21][CH:20]=2)=[O:33])(=[O:43])=[O:44])=[CH:40][CH:41]=1. (3) The product is: [Cl:1][C:2]1[CH:3]=[CH:4][C:5]2[N:11]3[C:12]([CH2:15][OH:16])=[CH:13][CH:14]=[C:10]3[C@@H:9]([CH2:17][CH2:18][C:19]([OH:21])=[O:20])[O:8][C@H:7]([C:23]3[CH:28]=[CH:27][CH:26]=[C:25]([O:29][CH3:30])[C:24]=3[O:31][CH3:32])[C:6]=2[CH:33]=1. Given the reactants [Cl:1][C:2]1[CH:3]=[CH:4][C:5]2[N:11]3[C:12]([CH2:15][OH:16])=[CH:13][CH:14]=[C:10]3[C@@H:9]([CH2:17][CH2:18][C:19]([O:21]C)=[O:20])[O:8][C@H:7]([C:23]3[CH:28]=[CH:27][CH:26]=[C:25]([O:29][CH3:30])[C:24]=3[O:31][CH3:32])[C:6]=2[CH:33]=1, predict the reaction product. (4) Given the reactants [OH-].[Na+].C([O:6][CH2:7][CH2:8][C:9]1[CH:10]=[CH:11][C:12]([O:37][CH2:38][C:39]2[CH:44]=[CH:43][CH:42]=[CH:41][CH:40]=2)=[C:13]([CH:36]=1)[C:14]([NH:16][C:17]1[CH:29]=[C:28]([C:30]2[CH:35]=[CH:34][CH:33]=[CH:32][CH:31]=2)[CH:27]=[CH:26][C:18]=1[C:19]([O:21][C:22]([CH3:25])([CH3:24])[CH3:23])=[O:20])=[O:15])(=O)C.C(O)(=O)C, predict the reaction product. The product is: [CH2:38]([O:37][C:12]1[CH:11]=[CH:10][C:9]([CH2:8][CH2:7][OH:6])=[CH:36][C:13]=1[C:14]([NH:16][C:17]1[CH:29]=[C:28]([C:30]2[CH:35]=[CH:34][CH:33]=[CH:32][CH:31]=2)[CH:27]=[CH:26][C:18]=1[C:19]([O:21][C:22]([CH3:25])([CH3:24])[CH3:23])=[O:20])=[O:15])[C:39]1[CH:44]=[CH:43][CH:42]=[CH:41][CH:40]=1. (5) Given the reactants O([Si](C)(C)C)[K].[CH2:7]([O:9][C:10](=[O:18])[C:11]1[CH:16]=[CH:15][C:14](I)=[CH:13][CH:12]=1)[CH3:8], predict the reaction product. The product is: [CH2:7]([O:9][C:10](=[O:18])[C:11]1[CH:16]=[CH:15][C:14](/[CH:10]=[CH:11]/[CH2:12][CH2:13][CH2:14][CH2:15][CH3:16])=[CH:13][CH:12]=1)[CH3:8]. (6) The product is: [Cl:20][C:21]1[N:26]=[CH:25][N:24]=[C:23]([NH:1][C:2]2[CH:3]=[CH:4][C:5]([N:8]3[CH2:9][C:10]([CH3:13])([OH:12])[CH2:11]3)=[CH:6][CH:7]=2)[N:22]=1. Given the reactants [NH2:1][C:2]1[CH:7]=[CH:6][C:5]([N:8]2[CH2:11][C:10]([CH3:13])([OH:12])[CH2:9]2)=[CH:4][CH:3]=1.C(=O)([O-])[O-].[K+].[K+].[Cl:20][C:21]1[N:26]=[C:25](Cl)[N:24]=[CH:23][N:22]=1.N1C=CC=NN=1, predict the reaction product. (7) Given the reactants [Si]([O:18][C:19]1[CH:27]=[C:26]2[C:22]([C:23]([CH:35]3[CH2:38][CH2:37][CH2:36]3)=[N:24][N:25]2[C:28]([O:30][C:31]([CH3:34])([CH3:33])[CH3:32])=[O:29])=[CH:21][CH:20]=1)(C(C)(C)C)(C1C=CC=CC=1)C1C=CC=CC=1.CCCC[N+](CCCC)(CCCC)CCCC.[F-].C1COCC1.O.C(OCC)(=O)C, predict the reaction product. The product is: [OH:18][C:19]1[CH:27]=[C:26]2[C:22]([C:23]([CH:35]3[CH2:36][CH2:37][CH2:38]3)=[N:24][N:25]2[C:28]([O:30][C:31]([CH3:34])([CH3:33])[CH3:32])=[O:29])=[CH:21][CH:20]=1. (8) Given the reactants [CH3:1][O:2][C:3]([C:5]1[N:6]=[C:7]([NH:10][C:11](=[O:40])[C@@H:12]([NH:21][C:22](=[O:39])[C@@H:23]([C:32]2[CH:37]=[CH:36][C:35]([NH2:38])=[CH:34][CH:33]=2)[NH:24][C:25]([O:27][C:28]([CH3:31])([CH3:30])[CH3:29])=[O:26])[C@H:13]([C:15]2[CH:20]=[CH:19][CH:18]=[CH:17][CH:16]=2)[CH3:14])[S:8][CH:9]=1)=[O:4].C(N(CC)CC)C.[C:48](OC(=O)C)(=[O:50])[CH3:49], predict the reaction product. The product is: [CH3:1][O:2][C:3]([C:5]1[N:6]=[C:7]([NH:10][C:11](=[O:40])[C@@H:12]([NH:21][C:22](=[O:39])[C@@H:23]([C:32]2[CH:37]=[CH:36][C:35]([NH:38][C:48](=[O:50])[CH3:49])=[CH:34][CH:33]=2)[NH:24][C:25]([O:27][C:28]([CH3:30])([CH3:31])[CH3:29])=[O:26])[C@H:13]([C:15]2[CH:16]=[CH:17][CH:18]=[CH:19][CH:20]=2)[CH3:14])[S:8][CH:9]=1)=[O:4].